Dataset: Reaction yield outcomes from USPTO patents with 853,638 reactions. Task: Predict the reaction yield, written as a fraction of the theoretical maximum amount of product (1.0 means a 100% yield; for example, 0.34 means a 34% yield). (1) The catalyst is C1COCC1.C(Cl)Cl. The yield is 0.500. The reactants are [CH2:1]([O:4][C:5]1([CH3:27])[CH2:10][CH2:9][N:8]([C:11]2[N:16]3[N:17]=[C:18]([Br:20])[CH:19]=[C:15]3[N:14]=[C:13]([CH3:21])[C:12]=2[CH2:22][C:23]([O:25][CH3:26])=[O:24])[CH2:7][CH2:6]1)[CH:2]=[CH2:3].CC([OH:31])C.C(=O)=O.C[Si]([N-][Si](C)(C)C)(C)C.[K+].C1(C2ON2S(C2C=CC=CC=2)(=O)=O)C=CC=CC=1.C(=O)(O)[O-].[Na+].CC(OI1(OC(C)=O)(OC(C)=O)OC(=O)C2C=CC=CC1=2)=O. The product is [CH2:1]([O:4][C:5]1([CH3:27])[CH2:10][CH2:9][N:8]([C:11]2[N:16]3[N:17]=[C:18]([Br:20])[CH:19]=[C:15]3[N:14]=[C:13]([CH3:21])[C:12]=2[C:22](=[O:31])[C:23]([O:25][CH3:26])=[O:24])[CH2:7][CH2:6]1)[CH:2]=[CH2:3]. (2) The reactants are [CH3:1][O:2][C:3]1[CH:28]=[CH:27][C:6]([CH2:7][N:8]2[C:14](=[O:15])[C@@H:13]([NH:16]C(=O)OCC3C=CC=CC=3)[CH2:12][O:11][CH2:10][CH2:9]2)=[CH:5][CH:4]=1.Br. The catalyst is C(#N)C. The product is [NH2:16][C@H:13]1[CH2:12][O:11][CH2:10][CH2:9][N:8]([CH2:7][C:6]2[CH:27]=[CH:28][C:3]([O:2][CH3:1])=[CH:4][CH:5]=2)[C:14]1=[O:15]. The yield is 0.390. (3) The reactants are [CH3:1][C:2]([C:4]1[CH:9]=[CH:8][C:7]([OH:10])=[C:6]([O:11][CH3:12])[CH:5]=1)=[O:3].[CH2:13](Br)[C:14]1[CH:19]=[CH:18][CH:17]=[CH:16][CH:15]=1.C(=O)([O-])[O-].[K+].[K+]. The catalyst is CN(C=O)C. The product is [CH2:13]([O:10][C:7]1[CH:8]=[CH:9][C:4]([C:2](=[O:3])[CH3:1])=[CH:5][C:6]=1[O:11][CH3:12])[C:14]1[CH:19]=[CH:18][CH:17]=[CH:16][CH:15]=1. The yield is 0.990. (4) The reactants are [C:1]([NH:4][C:5]1[C:10]2[O:11][CH2:12][O:13][C:9]=2[C:8]([C:14]([O:16][CH3:17])=[O:15])=[CH:7][CH:6]=1)(=[O:3])[CH3:2].C1C(=O)N([Cl:25])C(=O)C1. The catalyst is C(#N)C. The product is [C:1]([NH:4][C:5]1[C:10]2[O:11][CH2:12][O:13][C:9]=2[C:8]([C:14]([O:16][CH3:17])=[O:15])=[CH:7][C:6]=1[Cl:25])(=[O:3])[CH3:2]. The yield is 0.870. (5) The reactants are FC(F)(F)C(O)=O.C[O:9][C:10](=[O:40])[C@H:11]([CH2:20][C:21]1[CH:26]=[CH:25][CH:24]=[C:23]([O:27][CH2:28][CH2:29][C:30]2[CH:39]=[CH:38][C:37]3[C:32](=[CH:33][CH:34]=[CH:35][CH:36]=3)[CH:31]=2)[CH:22]=1)[NH:12]C(OC(C)(C)C)=O.O.[OH-].[Li+].Cl. The catalyst is C(Cl)Cl.O. The product is [CH:31]1[C:32]2[C:37](=[CH:36][CH:35]=[CH:34][CH:33]=2)[CH:38]=[CH:39][C:30]=1[CH2:29][CH2:28][O:27][C:23]1[CH:22]=[C:21]([CH:26]=[CH:25][CH:24]=1)[CH2:20][C@@H:11]([C:10]([OH:40])=[O:9])[NH2:12]. The yield is 0.590. (6) The reactants are [H-].[Na+].[Br:3][C:4]1[NH:8][CH:7]=[C:6]([CH2:9][N:10]([CH3:18])[C:11](=[O:17])[O:12][C:13]([CH3:16])([CH3:15])[CH3:14])[CH:5]=1.C1OCCOCCOCCOCCOC1.Cl.[N:35]1[CH:40]=[CH:39][CH:38]=[C:37]([S:41](Cl)(=[O:43])=[O:42])[CH:36]=1. The catalyst is O1CCCC1.CN(C)C=O.O. The product is [C:13]([O:12][C:11](=[O:17])[N:10]([CH2:9][C:6]1[CH:5]=[C:4]([Br:3])[N:8]([S:41]([C:37]2[CH:36]=[N:35][CH:40]=[CH:39][CH:38]=2)(=[O:43])=[O:42])[CH:7]=1)[CH3:18])([CH3:14])([CH3:15])[CH3:16]. The yield is 0.850.